This data is from Forward reaction prediction with 1.9M reactions from USPTO patents (1976-2016). The task is: Predict the product of the given reaction. Given the reactants [NH2:1][CH2:2][C:3]1[CH:8]=[CH:7][C:6]([C:9]2[CH:14]=[CH:13][C:12]([C:15]3[C:24]4[C:19](=[N:20][CH:21]=[C:22]([F:25])[CH:23]=4)[N:18]([O:26]CC4C=CC=CC=4)[C:17](=[O:34])[C:16]=3[C:35]3[CH:40]=[CH:39][CH:38]=[CH:37][CH:36]=3)=[CH:11][CH:10]=2)=[CH:5][CH:4]=1, predict the reaction product. The product is: [NH2:1][CH2:2][C:3]1[CH:8]=[CH:7][C:6]([C:9]2[CH:10]=[CH:11][C:12]([C:15]3[C:24]4[C:19](=[N:20][CH:21]=[C:22]([F:25])[CH:23]=4)[N:18]([OH:26])[C:17](=[O:34])[C:16]=3[C:35]3[CH:36]=[CH:37][CH:38]=[CH:39][CH:40]=3)=[CH:13][CH:14]=2)=[CH:5][CH:4]=1.